This data is from Peptide-MHC class II binding affinity with 134,281 pairs from IEDB. The task is: Regression. Given a peptide amino acid sequence and an MHC pseudo amino acid sequence, predict their binding affinity value. This is MHC class II binding data. (1) The peptide sequence is YVENGLISRVLDGLV. The MHC is DRB3_0202 with pseudo-sequence DRB3_0202. The binding affinity (normalized) is 0.457. (2) The peptide sequence is VIPAGELQVIEKVDAAFKVA. The MHC is DRB1_0401 with pseudo-sequence DRB1_0401. The binding affinity (normalized) is 0.564.